This data is from Full USPTO retrosynthesis dataset with 1.9M reactions from patents (1976-2016). The task is: Predict the reactants needed to synthesize the given product. (1) Given the product [Cl:25][C:22]1[S:21][C:20]([C:3]2[C:2]([C:34]3[CH:35]=[C:30]([NH:29][C:26](=[O:28])[CH3:27])[CH:31]=[CH:32][CH:33]=3)=[CH:7][N:6]=[C:5]([NH:8][CH2:9][CH2:10][N:11]3[C:15]([CH3:17])([CH3:16])[C:14](=[O:18])[NH:13][C:12]3=[O:19])[N:4]=2)=[CH:24][CH:23]=1, predict the reactants needed to synthesize it. The reactants are: Br[C:2]1[C:3]([C:20]2[S:21][C:22]([Cl:25])=[CH:23][CH:24]=2)=[N:4][C:5]([NH:8][CH2:9][CH2:10][N:11]2[C:15]([CH3:17])([CH3:16])[C:14](=[O:18])[NH:13][C:12]2=[O:19])=[N:6][CH:7]=1.[C:26]([NH:29][C:30]1[CH:31]=[C:32](B(O)O)[CH:33]=[CH:34][CH:35]=1)(=[O:28])[CH3:27]. (2) Given the product [CH3:24][O:23][C:13]1[C:11]2[N:12]=[C:8]([NH:7][C:6]([NH:26][CH2:27][CH2:28][N:29]3[CH2:34][CH2:33][O:32][CH2:31][CH2:30]3)=[O:25])[S:9][C:10]=2[C:16]([C:17]2[CH:22]=[CH:21][CH:20]=[CH:19][CH:18]=2)=[CH:15][CH:14]=1, predict the reactants needed to synthesize it. The reactants are: C(O[C:6](=[O:25])[NH:7][C:8]1[S:9][C:10]2[C:16]([C:17]3[CH:22]=[CH:21][CH:20]=[CH:19][CH:18]=3)=[CH:15][CH:14]=[C:13]([O:23][CH3:24])[C:11]=2[N:12]=1)(C)(C)C.[NH2:26][CH2:27][CH2:28][N:29]1[CH2:34][CH2:33][O:32][CH2:31][CH2:30]1. (3) Given the product [CH3:19][C:14]1[CH:13]=[C:8]([C:9]([OH:11])=[O:10])[C:7]([O:16][CH3:17])=[C:6]([CH:15]=1)[C:5]([OH:4])=[O:18], predict the reactants needed to synthesize it. The reactants are: [OH-].[Na+].C[O:4][C:5](=[O:18])[C:6]1[CH:15]=[CH:14][CH:13]=[C:8]([C:9]([O:11]C)=[O:10])[C:7]=1[O:16][CH3:17].[CH3:19]O. (4) Given the product [N:1]1[CH:6]=[CH:5][C:4]([CH2:7][N:8]2[CH2:13][CH2:12][N:11]([C:23]3[CH:24]=[CH:25][C:20]([C:19]([O:18][C:14]([CH3:15])([CH3:16])[CH3:17])=[O:27])=[CH:21][CH:22]=3)[CH2:10][CH2:9]2)=[CH:3][CH:2]=1, predict the reactants needed to synthesize it. The reactants are: [N:1]1[CH:6]=[CH:5][C:4]([CH2:7][N:8]2[CH2:13][CH2:12][NH:11][CH2:10][CH2:9]2)=[CH:3][CH:2]=1.[C:14]([O:18][C:19](=[O:27])[C:20]1[CH:25]=[CH:24][C:23](F)=[CH:22][CH:21]=1)([CH3:17])([CH3:16])[CH3:15].C(=O)([O-])[O-].[K+].[K+]. (5) Given the product [CH3:25][O:26][CH2:27][CH2:28][NH:29][C:20]([C:18]1[CH:17]=[CH:16][C:13]2[N:14]([CH3:15])[C:10]([NH:9][C:7]3[S:8][C:4]4[CH:3]=[C:2]([F:1])[CH:24]=[CH:23][C:5]=4[N:6]=3)=[N:11][C:12]=2[CH:19]=1)=[O:22], predict the reactants needed to synthesize it. The reactants are: [F:1][C:2]1[CH:24]=[CH:23][C:5]2[N:6]=[C:7]([NH:9][C:10]3[N:14]([CH3:15])[C:13]4[CH:16]=[CH:17][C:18]([C:20]([OH:22])=O)=[CH:19][C:12]=4[N:11]=3)[S:8][C:4]=2[CH:3]=1.[CH3:25][O:26][CH2:27][CH2:28][NH2:29].CN(C(ON1N=NC2C=CC=CC1=2)=[N+](C)C)C.F[P-](F)(F)(F)(F)F.CCN(C(C)C)C(C)C. (6) Given the product [F:36][CH2:35][CH2:34][O:33][CH2:32][CH2:31][O:30][C:27]1[CH:28]=[CH:29][C:24]([CH:23]=[CH:22][C:19]2[CH:20]=[CH:21][C:16]([NH:14][CH3:13])=[CH:17][CH:18]=2)=[CH:25][CH:26]=1, predict the reactants needed to synthesize it. The reactants are: FC(F)(F)C(O)=O.C(O[C:13](=O)[N:14]([C:16]1[CH:21]=[CH:20][C:19]([CH:22]=[CH:23][C:24]2[CH:29]=[CH:28][C:27]([O:30][CH2:31][CH2:32][O:33][CH2:34][CH2:35][F:36])=[CH:26][CH:25]=2)=[CH:18][CH:17]=1)C)(C)(C)C. (7) Given the product [O:1]1[CH2:6][CH2:5][N:4]([C:7]2[CH:12]=[CH:11][C:10]([C:13]3[N:22]=[C:21]([NH:23][CH2:24][CH:25]4[S:49](=[O:53])(=[O:51])[CH2:29][CH2:28][N:27]([C:31]([O:33][C:34]([CH3:35])([CH3:37])[CH3:36])=[O:32])[CH2:26]4)[C:20]4[C:15](=[N:16][CH:17]=[CH:18][N:19]=4)[CH:14]=3)=[CH:9][CH:8]=2)[CH2:3][CH2:2]1, predict the reactants needed to synthesize it. The reactants are: [O:1]1[CH2:6][CH2:5][N:4]([C:7]2[CH:12]=[CH:11][C:10]([C:13]3[N:22]=[C:21]([NH:23][CH2:24][CH:25]4S[CH2:29][CH2:28][N:27]([C:31]([O:33][C:34]([CH3:37])([CH3:36])[CH3:35])=[O:32])[CH2:26]4)[C:20]4[C:15](=[N:16][CH:17]=[CH:18][N:19]=4)[CH:14]=3)=[CH:9][CH:8]=2)[CH2:3][CH2:2]1.ClC1C=C(C=CC=1)C(OO)=O.[S:49]([O-:53])([O-])(=[O:51])=S.[Na+].[Na+]. (8) Given the product [OH:1][C:2]1[CH:7]=[CH:6][CH:5]=[CH:4][C:3]=1[C:8]1[N:12]=[C:11]([C:13]2[CH:18]=[CH:17][CH:16]=[CH:15][C:14]=2[OH:19])[N:10]([CH2:20][C:21]([NH:26][CH:27]([CH2:30][OH:31])[CH2:28][OH:29])=[O:22])[N:9]=1, predict the reactants needed to synthesize it. The reactants are: [OH:1][C:2]1[CH:7]=[CH:6][CH:5]=[CH:4][C:3]=1[C:8]1[N:12]=[C:11]([C:13]2[CH:18]=[CH:17][CH:16]=[CH:15][C:14]=2[OH:19])[N:10]([CH2:20][C:21](OCC)=[O:22])[N:9]=1.[NH2:26][CH:27]([CH2:30][OH:31])[CH2:28][OH:29]. (9) Given the product [OH:2][C:3]1[CH:4]=[CH:5][C:6]2[C:7]3[C:8]([C:22]4[CH:27]=[CH:26][CH:25]=[C:24]([OH:28])[CH:23]=4)=[C:9]4[CH:19]=[CH:18][C:17]([OH:20])=[CH:16][C:10]4=[CH:11][C:12]=3[CH2:13][C:14]=2[CH:15]=1, predict the reactants needed to synthesize it. The reactants are: C[O:2][C:3]1[CH:4]=[CH:5][C:6]2[C:7]3[C:8]([C:22]4[CH:27]=[CH:26][CH:25]=[C:24]([O:28]CC5C=CC=CC=5)[CH:23]=4)=[C:9]4[CH:19]=[CH:18][C:17]([O:20]C)=[CH:16][C:10]4=[CH:11][C:12]=3[CH2:13][C:14]=2[CH:15]=1.C(OC1C=C([Li])C=CC=1)C1C=CC=CC=1.